This data is from Reaction yield outcomes from USPTO patents with 853,638 reactions. The task is: Predict the reaction yield, written as a fraction of the theoretical maximum amount of product (1.0 means a 100% yield; for example, 0.34 means a 34% yield). The reactants are CO[C:3](=[O:24])[C:4]1[CH:9]=[CH:8][C:7]([O:10][CH2:11][C:12]2[C:13]([C:17]3[CH:22]=[CH:21][C:20]([Cl:23])=[CH:19][CH:18]=3)=[N:14][O:15][CH:16]=2)=[N:6][CH:5]=1.[CH:25]([NH2:28])([CH3:27])[CH3:26]. No catalyst specified. The product is [Cl:23][C:20]1[CH:19]=[CH:18][C:17]([C:13]2[C:12]([CH2:11][O:10][C:7]3[CH:8]=[CH:9][C:4]([C:3]([NH:28][CH:25]([CH3:27])[CH3:26])=[O:24])=[CH:5][N:6]=3)=[CH:16][O:15][N:14]=2)=[CH:22][CH:21]=1. The yield is 0.560.